From a dataset of Forward reaction prediction with 1.9M reactions from USPTO patents (1976-2016). Predict the product of the given reaction. (1) Given the reactants [C:1]([C:5]1[CH:10]=[CH:9][C:8]([CH:11]2[CH2:13][CH:12]2[C:14]([OH:16])=O)=[CH:7][CH:6]=1)([CH3:4])([CH3:3])[CH3:2].C(Cl)(=O)C(Cl)=O.Cl.Cl.[NH2:25][CH2:26][C:27]([C:29]1[C:34]([CH3:35])=[CH:33][CH:32]=[CH:31][N:30]=1)=[O:28].C(N(CC)CC)C, predict the reaction product. The product is: [C:1]([C:5]1[CH:6]=[CH:7][C:8]([CH:11]2[CH2:13][CH:12]2[C:14]([NH:25][CH2:26][C:27]([C:29]2[C:34]([CH3:35])=[CH:33][CH:32]=[CH:31][N:30]=2)=[O:28])=[O:16])=[CH:9][CH:10]=1)([CH3:2])([CH3:3])[CH3:4]. (2) Given the reactants C([O:4][C@H:5]1[C@@H:29]([O:30]C(=O)C)[C@H:28]([O:34]C(=O)C)[C@@H:27]([CH2:38][O:39]C(=O)C)[O:26][C@@H:6]1[O:7][C:8]1[CH:13]=[CH:12][CH:11]=[C:10]([N:14]2[C:22]3[C:17](=[CH:18][C:19]([N+:23]([O-:25])=[O:24])=[CH:20][CH:21]=3)[CH2:16][CH2:15]2)[CH:9]=1)(=O)C.C[O-].[Na+].C(Cl)Cl.CO.C(O)(=O)C, predict the reaction product. The product is: [O:7]([C:8]1[CH:13]=[CH:12][CH:11]=[C:10]([N:14]2[C:22]3[C:17](=[CH:18][C:19]([N+:23]([O-:25])=[O:24])=[CH:20][CH:21]=3)[CH2:16][CH2:15]2)[CH:9]=1)[C@H:6]1[O:26][C@H:27]([CH2:38][OH:39])[C@@H:28]([OH:34])[C@H:29]([OH:30])[C@@H:5]1[OH:4]. (3) Given the reactants [Si:1]([O:8][C@H:9]1[C@H:13]2[O:14][CH2:15][C@@H:16]([O:17][C:18]3[N:40]([CH2:41][O:42][CH2:43][CH2:44][Si:45]([CH3:48])([CH3:47])[CH3:46])[C:21]4=[N:22][C:23]([C:27]5[CH:32]=[CH:31][C:30]([C@@H:33]6[CH2:38][CH2:37][C@H:36]([OH:39])[CH2:35][CH2:34]6)=[CH:29][CH:28]=5)=[C:24]([Cl:26])[CH:25]=[C:20]4[N:19]=3)[C@H:12]2[O:11][CH2:10]1)([C:4]([CH3:7])([CH3:6])[CH3:5])([CH3:3])[CH3:2].C(N(CC)CC)C.[N:56]([CH2:59][CH3:60])=[C:57]=[O:58], predict the reaction product. The product is: [CH2:59]([NH:56][C:57](=[O:58])[O:39][C@H:36]1[CH2:37][CH2:38][C@@H:33]([C:30]2[CH:31]=[CH:32][C:27]([C:23]3[N:22]=[C:21]4[N:40]([CH2:41][O:42][CH2:43][CH2:44][Si:45]([CH3:48])([CH3:47])[CH3:46])[C:18]([O:17][C@@H:16]5[CH2:15][O:14][C@@H:13]6[C@H:9]([O:8][Si:1]([C:4]([CH3:6])([CH3:7])[CH3:5])([CH3:3])[CH3:2])[CH2:10][O:11][C@H:12]56)=[N:19][C:20]4=[CH:25][C:24]=3[Cl:26])=[CH:28][CH:29]=2)[CH2:34][CH2:35]1)[CH3:60]. (4) Given the reactants [C:1]12([CH2:11][CH2:12][NH:13][C:14]3[CH:19]=[CH:18][C:17]([NH2:20])=[CH:16][C:15]=3[F:21])[CH2:10][CH:5]3[CH2:6][CH:7]([CH2:9][CH:3]([CH2:4]3)[CH2:2]1)[CH2:8]2.[C:22]([CH:25]=[C:26]=[O:27])(=[O:24])[CH3:23], predict the reaction product. The product is: [C:1]12([CH2:11][CH2:12][NH:13][C:14]3[CH:19]=[CH:18][C:17]([NH:20][C:26](=[O:27])[CH2:25][C:22](=[O:24])[CH3:23])=[CH:16][C:15]=3[F:21])[CH2:2][CH:3]3[CH2:9][CH:7]([CH2:6][CH:5]([CH2:4]3)[CH2:10]1)[CH2:8]2.